The task is: Binary Classification. Given a T-cell receptor sequence (or CDR3 region) and an epitope sequence, predict whether binding occurs between them.. This data is from TCR-epitope binding with 47,182 pairs between 192 epitopes and 23,139 TCRs. (1) The epitope is FLNGSCGSV. The TCR CDR3 sequence is CASSLEGVTYEQYF. Result: 1 (the TCR binds to the epitope). (2) The epitope is YIFFASFYY. The TCR CDR3 sequence is CASSLLVSGVSSTDTQYF. Result: 0 (the TCR does not bind to the epitope). (3) The epitope is TPINLVRDL. The TCR CDR3 sequence is CASSPGYEQYF. Result: 0 (the TCR does not bind to the epitope). (4) The epitope is MLNIPSINV. The TCR CDR3 sequence is CASKNIDDTEAFF. Result: 0 (the TCR does not bind to the epitope). (5) The epitope is GLCTLVAML. The TCR CDR3 sequence is CASSSAGGPYGEQFF. Result: 0 (the TCR does not bind to the epitope). (6) The epitope is AYILFTRFFYV. The TCR CDR3 sequence is CASSGYNEQFF. Result: 1 (the TCR binds to the epitope). (7) The epitope is IPIQASLPF. The TCR CDR3 sequence is CASSEMVNAYQPQHF. Result: 1 (the TCR binds to the epitope).